From a dataset of Forward reaction prediction with 1.9M reactions from USPTO patents (1976-2016). Predict the product of the given reaction. (1) Given the reactants [Br:1][C:2]1[CH:7]=[CH:6][C:5]([C:8]2([CH:13]=[O:14])[CH2:12][CH2:11][CH2:10][CH2:9]2)=[CH:4][CH:3]=1.[BH4-].[Na+], predict the reaction product. The product is: [Br:1][C:2]1[CH:3]=[CH:4][C:5]([C:8]2([CH2:13][OH:14])[CH2:12][CH2:11][CH2:10][CH2:9]2)=[CH:6][CH:7]=1. (2) Given the reactants [C:1]1([C@H:7]([NH:9][C:10]([C:12]2[CH:17]=[CH:16][CH:15]=[C:14]([C:18]3[C:26]4[C:21](=[CH:22][CH:23]=[C:24]([C:27]5[N:31]=[CH:30][N:29](C(C6C=CC=CC=6)(C6C=CC=CC=6)C6C=CC=CC=6)[N:28]=5)[CH:25]=4)[N:20](C4CCCCO4)[N:19]=3)[CH:13]=2)=[O:11])[CH3:8])[CH:6]=[CH:5][CH:4]=[CH:3][CH:2]=1.Cl.C(=O)(O)[O-].[Na+], predict the reaction product. The product is: [NH:28]1[C:27]([C:24]2[CH:25]=[C:26]3[C:21](=[CH:22][CH:23]=2)[NH:20][N:19]=[C:18]3[C:14]2[CH:13]=[C:12]([C:10]([NH:9][C@@H:7]([C:1]3[CH:6]=[CH:5][CH:4]=[CH:3][CH:2]=3)[CH3:8])=[O:11])[CH:17]=[CH:16][CH:15]=2)=[N:31][CH:30]=[N:29]1. (3) Given the reactants [CH:1]1([CH2:6][OH:7])[CH2:5][CH2:4][CH2:3][CH2:2]1.[Cl:8][C:9]1[CH:14]=[N:13][CH:12]=[C:11](Cl)[N:10]=1, predict the reaction product. The product is: [Cl:8][C:9]1[CH:14]=[N:13][CH:12]=[C:11]([O:7][CH2:6][CH:1]2[CH2:5][CH2:4][CH2:3][CH2:2]2)[N:10]=1. (4) The product is: [SH:2][CH:5]([C:12](=[O:14])[CH3:13])[CH2:6][C:7]([O:9][CH2:10][CH3:11])=[O:8]. Given the reactants O.[SH2:2].[Na].Br[CH:5]([C:12](=[O:14])[CH3:13])[CH2:6][C:7]([O:9][CH2:10][CH3:11])=[O:8].CCOCC, predict the reaction product. (5) Given the reactants [C:1]1([C:7]2[CH:16]=[CH:15][C:14]3[C:9](=[CH:10][C:11]([CH2:17][NH2:18])=[CH:12][CH:13]=3)[N:8]=2)[CH:6]=[CH:5][CH:4]=[CH:3][CH:2]=1.[CH3:19][O:20][C:21]1[CH:36]=[CH:35][C:24]([C:25]([C:27]2[CH:32]=[CH:31][C:30]([O:33][CH3:34])=[CH:29][CH:28]=2)=O)=[CH:23][CH:22]=1.C1COCC1.C(N(CC)CC)C, predict the reaction product. The product is: [CH3:34][O:33][C:30]1[CH:29]=[CH:28][C:27]([C:25]([C:24]2[CH:35]=[CH:36][C:21]([O:20][CH3:19])=[CH:22][CH:23]=2)=[N:18][CH2:17][C:11]2[CH:10]=[C:9]3[C:14]([CH:15]=[CH:16][C:7]([C:1]4[CH:2]=[CH:3][CH:4]=[CH:5][CH:6]=4)=[N:8]3)=[CH:13][CH:12]=2)=[CH:32][CH:31]=1.